This data is from Forward reaction prediction with 1.9M reactions from USPTO patents (1976-2016). The task is: Predict the product of the given reaction. (1) Given the reactants [NH2:1][C:2]1[CH:23]=[CH:22][C:5]([O:6][C:7]2[CH:8]=[CH:9][C:10]3[N:11]([CH:13]=[C:14]([NH:16][C:17]([CH:19]4[CH2:21][CH2:20]4)=[O:18])[N:15]=3)[CH:12]=2)=[C:4]([F:24])[CH:3]=1.[CH3:25][C:26]1[CH:31]=[CH:30][CH:29]=[CH:28][C:27]=1[N:32]1[CH:37]=[CH:36][CH:35]=[C:34]([C:38](O)=[O:39])[C:33]1=[O:41].C(N(CC)C(C)C)(C)C.CN(C(ON1N=NC2C=CC=NC1=2)=[N+](C)C)C.F[P-](F)(F)(F)(F)F, predict the reaction product. The product is: [CH:19]1([C:17]([NH:16][C:14]2[N:15]=[C:10]3[CH:9]=[CH:8][C:7]([O:6][C:5]4[CH:22]=[CH:23][C:2]([NH:1][C:38]([C:34]5[C:33](=[O:41])[N:32]([C:27]6[CH:28]=[CH:29][CH:30]=[CH:31][C:26]=6[CH3:25])[CH:37]=[CH:36][CH:35]=5)=[O:39])=[CH:3][C:4]=4[F:24])=[CH:12][N:11]3[CH:13]=2)=[O:18])[CH2:21][CH2:20]1. (2) Given the reactants Br[C:2]1[CH:7]=[C:6]([CH3:8])[C:5]([CH2:9][OH:10])=[C:4]([F:11])[CH:3]=1.[B:12]1([B:12]2[O:16][C:15]([CH3:18])([CH3:17])[C:14]([CH3:20])([CH3:19])[O:13]2)[O:16][C:15]([CH3:18])([CH3:17])[C:14]([CH3:20])([CH3:19])[O:13]1.C([O-])(=O)C.[K+], predict the reaction product. The product is: [F:11][C:4]1[CH:3]=[C:2]([B:12]2[O:16][C:15]([CH3:18])([CH3:17])[C:14]([CH3:20])([CH3:19])[O:13]2)[CH:7]=[C:6]([CH3:8])[C:5]=1[CH2:9][OH:10]. (3) Given the reactants [S-2:1].[Na+:2].[Na+].[C:4]([Cl:13])(=[O:12])[CH2:5][CH2:6][CH2:7][CH2:8][CH2:9][CH2:10][CH3:11], predict the reaction product. The product is: [S-2:1].[Na+:2].[Na+:2].[C:4]([O-:12])(=[S:1])[CH2:5][CH2:6][CH2:7][CH2:8][CH2:9][CH2:10][CH3:11].[Na+:2].[Cl-:13].[Na+:2]. (4) Given the reactants C(=O)([O-])[O-].[Cs+].[Cs+].Br[C:8]1[CH:9]=[C:10]2[CH:16]=[C:15]([C:17]3[CH:22]=[CH:21][C:20]([F:23])=[CH:19][CH:18]=3)[O:14][C:11]2=[N:12][CH:13]=1.B([C:27]1[CH:28]=[C:29]([CH:33]=[CH:34][C:35]=1[Cl:36])[C:30]([OH:32])=[O:31])(O)O, predict the reaction product. The product is: [Cl:36][C:35]1[CH:34]=[CH:33][C:29]([C:30]([OH:32])=[O:31])=[CH:28][C:27]=1[C:8]1[CH:9]=[C:10]2[CH:16]=[C:15]([C:17]3[CH:22]=[CH:21][C:20]([F:23])=[CH:19][CH:18]=3)[O:14][C:11]2=[N:12][CH:13]=1.